From a dataset of Reaction yield outcomes from USPTO patents with 853,638 reactions. Predict the reaction yield, written as a fraction of the theoretical maximum amount of product (1.0 means a 100% yield; for example, 0.34 means a 34% yield). (1) The reactants are COC1C([N+]([O-])=O)=CC=CC=1C=O.C1OCCOCCOCCOCCOCCOC1.[Cl-].COC[P+](C1C=CC=CC=1)(C1C=CC=CC=1)C1C=CC=CC=1.C(=O)([O-])[O-].[K+].[K+].[CH3:61][O:62][C:63]1[C:68]([N+:69]([O-:71])=[O:70])=[CH:67][CH:66]=[CH:65][C:64]=1/[CH:72]=[CH:73]/[O:74]C.COC1C([N+]([O-])=O)=CC=CC=1/C=C\OC.C(=O)([O-])[O-].[Na+].[Na+]. The catalyst is C1COCC1.Cl. The product is [CH3:61][O:62][C:63]1[C:68]([N+:69]([O-:71])=[O:70])=[CH:67][CH:66]=[CH:65][C:64]=1[CH2:72][CH:73]=[O:74]. The yield is 0.540. (2) The reactants are [CH2:1]([C:3]1[CH2:7][CH2:6][CH2:5][CH:4]=1)[CH3:2].C(=O)(O)[O-].[Na+].[NH2:13][C:14]1[C:19]2[N:20]([CH3:24])[C:21](=[O:23])[NH:22][C:18]=2[CH:17]=[CH:16][CH:15]=1.[H][H]. The yield is 0.750. The product is [CH2:1]([CH:3]1[CH2:7][CH2:6][CH2:5][CH2:4][N:13]1[C:14]1[C:19]2[N:20]([CH3:24])[C:21](=[O:23])[NH:22][C:18]=2[CH:17]=[CH:16][CH:15]=1)[CH3:2]. The catalyst is CO.[Pd]. (3) The reactants are [N+:1]([C:4]1[CH:5]=[C:6]([C:10]2[CH2:11][CH2:12][N:13](C(OC(C)(C)C)=O)[CH2:14][CH:15]=2)[CH:7]=[CH:8][CH:9]=1)([O-:3])=[O:2].Cl. The catalyst is O1CCOCC1. The product is [N+:1]([C:4]1[CH:5]=[C:6]([C:10]2[CH2:15][CH2:14][NH:13][CH2:12][CH:11]=2)[CH:7]=[CH:8][CH:9]=1)([O-:3])=[O:2]. The yield is 0.875.